This data is from Merck oncology drug combination screen with 23,052 pairs across 39 cell lines. The task is: Regression. Given two drug SMILES strings and cell line genomic features, predict the synergy score measuring deviation from expected non-interaction effect. (1) Drug 1: O=S1(=O)NC2(CN1CC(F)(F)F)C1CCC2Cc2cc(C=CCN3CCC(C(F)(F)F)CC3)ccc2C1. Drug 2: COC1CC2CCC(C)C(O)(O2)C(=O)C(=O)N2CCCCC2C(=O)OC(C(C)CC2CCC(OP(C)(C)=O)C(OC)C2)CC(=O)C(C)C=C(C)C(O)C(OC)C(=O)C(C)CC(C)C=CC=CC=C1C. Cell line: NCIH1650. Synergy scores: synergy=33.2. (2) Drug 1: CC(C)CC(NC(=O)C(Cc1ccccc1)NC(=O)c1cnccn1)B(O)O. Drug 2: CCC1(O)C(=O)OCc2c1cc1n(c2=O)Cc2cc3c(CN(C)C)c(O)ccc3nc2-1. Cell line: DLD1. Synergy scores: synergy=9.21.